From a dataset of Forward reaction prediction with 1.9M reactions from USPTO patents (1976-2016). Predict the product of the given reaction. (1) Given the reactants [Cl:1][C:2]1[N:6]([CH3:7])[N:5]=[C:4]([CH3:8])[C:3]=1[C:9](O)=[O:10].S(Cl)(Cl)=O, predict the reaction product. The product is: [Cl:1][C:2]1[N:6]([CH3:7])[N:5]=[C:4]([CH3:8])[C:3]=1[CH2:9][OH:10]. (2) Given the reactants [CH:1]([N:4]1[C:8]([C:9]2[N:18]=[C:17]3[N:11]([CH2:12][CH2:13][O:14][C:15]4[CH:22]=[C:21]([OH:23])[CH:20]=[CH:19][C:16]=43)[CH:10]=2)=[N:7][CH:6]=[N:5]1)([CH3:3])[CH3:2].[CH3:24]O.[C:26]([O:29][CH2:30][CH3:31])(=[O:28])[CH3:27], predict the reaction product. The product is: [CH2:30]([O:29][C:26](=[O:28])[C@H:27]([O:23][C:21]1[CH:20]=[CH:19][C:16]2[C:17]3[N:11]([CH2:12][CH2:13][O:14][C:15]=2[CH:22]=1)[CH:10]=[C:9]([C:8]1[N:4]([CH:1]([CH3:3])[CH3:2])[N:5]=[CH:6][N:7]=1)[N:18]=3)[CH3:24])[CH3:31].